This data is from Forward reaction prediction with 1.9M reactions from USPTO patents (1976-2016). The task is: Predict the product of the given reaction. (1) The product is: [C:15]([Si:12]([CH3:14])([CH3:13])[O:11][CH:10]([CH3:19])[CH2:9][OH:8])([CH3:17])([CH3:18])[CH3:16]. Given the reactants C([O:8][CH2:9][CH:10]([CH3:19])[O:11][Si:12]([C:15]([CH3:18])([CH3:17])[CH3:16])([CH3:14])[CH3:13])C1C=CC=CC=1, predict the reaction product. (2) The product is: [CH3:24][O:25][CH2:26][CH2:27][CH2:28][CH2:29][CH2:30][CH2:31][CH2:32][O:1][C:2]1[CH:3]=[CH:4][C:5]([CH2:8][NH:9][C:10](=[O:18])[C:11]2[CH:16]=[CH:15][CH:14]=[N:13][C:12]=2[NH2:17])=[CH:6][CH:7]=1. Given the reactants [OH:1][C:2]1[CH:7]=[CH:6][C:5]([CH2:8][NH:9][C:10](=[O:18])[C:11]2[CH:16]=[CH:15][CH:14]=[N:13][C:12]=2[NH2:17])=[CH:4][CH:3]=1.CS(O)(=O)=O.[CH3:24][O:25][CH2:26][CH2:27][CH2:28][CH2:29][CH2:30][CH2:31][CH3:32].C(=O)([O-])[O-].[Cs+].[Cs+].CN(C=O)C, predict the reaction product. (3) Given the reactants [F:1][C:2]1[CH:3]=[CH:4][C:5]2[N:6]([CH:8]=[C:9]([C:11]([NH:13][C@H:14]3[CH2:19][CH2:18][C@@H:17]([NH:20][C:21]([C:23]4[C:24]([NH:30][C:31]5[CH:36]=[CH:35][CH:34]=[C:33]([I:37])[CH:32]=5)=[N:25][CH:26]=[C:27]([F:29])[CH:28]=4)=[O:22])[CH2:16][CH2:15]3)=[O:12])[N:10]=2)[CH:7]=1.[C:38](N1C=CN=C1)(N1C=CN=C1)=[O:39].[H-].[Na+], predict the reaction product. The product is: [F:1][C:2]1[CH:3]=[CH:4][C:5]2[N:6]([CH:8]=[C:9]([C:11]([NH:13][C@H:14]3[CH2:19][CH2:18][C@@H:17]([N:20]4[C:21](=[O:22])[C:23]5[CH:28]=[C:27]([F:29])[CH:26]=[N:25][C:24]=5[N:30]([C:31]5[CH:36]=[CH:35][CH:34]=[C:33]([I:37])[CH:32]=5)[C:38]4=[O:39])[CH2:16][CH2:15]3)=[O:12])[N:10]=2)[CH:7]=1.